This data is from Drug-target binding data from BindingDB using Ki measurements. The task is: Regression. Given a target protein amino acid sequence and a drug SMILES string, predict the binding affinity score between them. We predict pKi (pKi = -log10(Ki in M); higher means stronger inhibition). Dataset: bindingdb_ki. (1) The small molecule is Nc1ncnc2c(C3NC(CSCCF)C(O)C3O)c[nH]c12. The target protein (Q13126) has sequence MASGTTTTAVKIGIIGGTGLDDPEILEGRTEKYVDTPFGKPSDALILGKIKNVDCVLLARHGRQHTIMPSKVNYQANIWALKEEGCTHVIVTTACGSLREEIQPGDIVIIDQFIDRTTMRPQSFYDGSHSCARGVCHIPMAEPFCPKTREVLIETAKKLGLRCHSKGTMVTIEGPRFSSRAESFMFRTWGADVINMTTVPEVVLAKEAGICYASIAMATDYDCWKEHEEAVSVDRVLKTLKENANKAKSLLLTTIPQIGSTEWSETLHNLKNMAQFSVLLPRH. The pKi is 7.7. (2) The small molecule is ONC=Nc1ccc(N2CCOCC2)c(Cl)c1. The target protein (P35570) has sequence MASPPDTDGFSDVRKVGYLRKPKSMHKRFFVLRAASEAGGPARLEYYENEKKWRHKSSAPKRSIPLESCFNINKRADSKNKHLVALYTRDEHFAIAADSEAEQDSWYQALLQLHNRAKAHHDGAGGGCGGSCSGSSGVGEAGEDLSYDTGPGPAFKEVWQVILKPKGLGQTKNLIGIYRLCLTSKTISFVKLNSEAAAVVLQLMNIRRCGHSENFFFIEVGRSAVTGPGEFWMQVDDSVVAQNMHETILEAMRAMSDEFRPRTKSQSSSSCSNPISVPLRRHHLNNPPPSQVGLTRRSRTESITATSPASMVGGKPGSFRVRASSDGEGTMSRPASVDGSPVSPSTNRTHAHRHRGSSRLHPPLNHSRSIPMPSSRCSPSATSPVSLSSSSTSGHGSTSDCLFPRRSSASVSGSPSDGGFISSDEYGSSPCDFRSSFRSVTPDSLGHTPPARGEEELSNYICMGGKGASTLTAPNGHYILSRGGNGHRYIPGATMGTSPA.... The pKi is 5.0. (3) The drug is NS(=O)(=O)c1ccc(N=Nc2ccc(O)cc2)cc1. The target protein (P9WPJ7) has sequence MTVTDDYLANNVDYASGFKGPLPMPPSKHIAIVACMDARLDVYRMLGIKEGEAHVIRNAGCVVTDDVIRSLAISQRLLGTREIILLHHTDCGMLTFTDDDFKRAIQDETGIRPTWSPESYPDAVEDVRQSLRRIEVNPFVTKHTSLRGFVFDVATGKLNEVTP. The pKi is 5.0. (4) The drug is CN(CC(CCN1CCC(O)(c2ccccc2)CC1)c1ccc(Cl)c(Cl)c1)C(=O)c1ccccc1. The target protein (P05363) has sequence MGACVVMTDINISSGLDSNATGITAFSMPGWQLALWTAAYLALVLVAVMGNATVIWIILAHQRMRTVTNYFIVNLALADLCMAAFNAAFNFVYASHNIWYFGRAFCYFQNLFPITAMFVSIYSMTAIAADRYMAIVHPFQPRLSAPGTRAVIAGIWLVALALAFPQCFYSTITTDEGATKCVVAWPEDSGGKMLLLYHLIVIALIYFLPLVVMFVAYSVIGLTLWRRSVPGHQAHGANLRHLQAKKKFVKTMVLVVVTFAICWLPYHLYFILGTFQEDIYCHKFIQQVYLALFWLAMSSTMYNPIIYCCLNHRFRSGFRLAFRCCPWVTPTEEDKMELTYTPSLSTRVNRCHTKEIFFMSGDVAPSEAVNGQAESPQAGVSTEP. The pKi is 9.0.